Dataset: Full USPTO retrosynthesis dataset with 1.9M reactions from patents (1976-2016). Task: Predict the reactants needed to synthesize the given product. Given the product [NH3:4].[CH2:22]([N:21]([CH2:24][CH3:25])[CH2:20][CH2:19][NH:18][C:16](=[O:17])[C:15]1[CH:26]=[CH:27][C:12]([NH:11][C:5]2[C:6]3[N:7]([CH:8]=[CH:9][N:10]=3)[C:2]([C:36]3[CH:37]=[N:38][NH:39][CH:40]=3)=[CH:3][N:4]=2)=[CH:13][CH:14]=1)[CH3:23], predict the reactants needed to synthesize it. The reactants are: Br[C:2]1[N:7]2[CH:8]=[CH:9][N:10]=[C:6]2[C:5]([NH:11][C:12]2[CH:27]=[CH:26][C:15]([C:16]([NH:18][CH2:19][CH2:20][N:21]([CH2:24][CH3:25])[CH2:22][CH3:23])=[O:17])=[CH:14][CH:13]=2)=[N:4][CH:3]=1.CC1(C)C(C)(C)OB([C:36]2[CH:37]=[N:38][NH:39][CH:40]=2)O1.CC([O-])(C)C.[Na+].